This data is from Reaction yield outcomes from USPTO patents with 853,638 reactions. The task is: Predict the reaction yield, written as a fraction of the theoretical maximum amount of product (1.0 means a 100% yield; for example, 0.34 means a 34% yield). (1) The reactants are [C:1]([C:3]1([OH:13])[CH2:12][CH2:11][C:6]2([O:10][CH2:9][CH2:8][O:7]2)[CH2:5][CH2:4]1)#[CH:2].C([Li])CCC.[Cl:19][C:20]1[CH:27]=[CH:26][C:23]([CH:24]=[O:25])=[CH:22][CH:21]=1.[Cl-].[NH4+]. The catalyst is O1CCCC1. The product is [Cl:19][C:20]1[CH:27]=[CH:26][C:23]([CH:24]([OH:25])[C:2]#[C:1][C:3]2([OH:13])[CH2:12][CH2:11][C:6]3([O:7][CH2:8][CH2:9][O:10]3)[CH2:5][CH2:4]2)=[CH:22][CH:21]=1. The yield is 0.910. (2) The reactants are [CH3:1][C:2]1[C:7]([OH:8])=[CH:6][CH:5]=[C:4]([N+:9]([O-:11])=[O:10])[N:3]=1.[C:12](OC(=O)C)(=[O:14])[CH3:13].C(=O)([O-])[O-].[K+].[K+]. The catalyst is CC(C)=O. The product is [CH3:1][C:2]1[C:7]([O:8][C:12](=[O:14])[CH3:13])=[CH:6][CH:5]=[C:4]([N+:9]([O-:11])=[O:10])[N:3]=1. The yield is 0.770. (3) The reactants are C[O:2][C:3](=[O:27])[C:4]1[CH:9]=[CH:8][C:7]([NH:10][C:11](=[O:26])[CH:12]([C:19]2[CH:24]=[CH:23][C:22]([Cl:25])=[CH:21][CH:20]=2)[CH2:13][CH:14]2[CH2:18][CH2:17][CH2:16][CH2:15]2)=[N:6][CH:5]=1.[OH-].[Na+].O. The catalyst is O1CCCC1.O.CO. The product is [Cl:25][C:22]1[CH:21]=[CH:20][C:19]([CH:12]([CH2:13][CH:14]2[CH2:15][CH2:16][CH2:17][CH2:18]2)[C:11]([NH:10][C:7]2[CH:8]=[CH:9][C:4]([C:3]([OH:27])=[O:2])=[CH:5][N:6]=2)=[O:26])=[CH:24][CH:23]=1. The yield is 0.315. (4) The reactants are S([O:6][CH3:7])(OC)(=O)=O.C(=O)([O-])[O-].[K+].[K+].[NH2:14][C:15]1[CH:23]=[C:22]([F:24])[CH:21]=[C:20]([F:25])[C:16]=1[C:17](O)=[O:18].O. The product is [NH2:14][C:15]1[CH:23]=[C:22]([F:24])[CH:21]=[C:20]([F:25])[C:16]=1[C:17]([O:6][CH3:7])=[O:18]. The catalyst is CN(C=O)C. The yield is 0.400. (5) The reactants are O.[NH2:2][NH2:3].CO[C:6](=[O:30])[CH2:7][C:8]1[N:13]=[C:12]2[N:14]([C@@H:19]3[C:27]4[C:22](=[CH:23][C:24]([Br:28])=[CH:25][CH:26]=4)[CH2:21][CH2:20]3)[C:15]([CH2:17][CH3:18])=[N:16][C:11]2=[C:10]([CH3:29])[CH:9]=1. The product is [Br:28][C:24]1[CH:23]=[C:22]2[C:27](=[CH:26][CH:25]=1)[C@@H:19]([N:14]1[C:12]3=[N:13][C:8]([CH2:7][C:6]([NH:2][NH2:3])=[O:30])=[CH:9][C:10]([CH3:29])=[C:11]3[N:16]=[C:15]1[CH2:17][CH3:18])[CH2:20][CH2:21]2. The yield is 0.960. The catalyst is CCO. (6) The product is [Cl:17][CH2:18][C:19]1[CH:24]=[CH:23][C:22]([O:25][CH2:26][C:27]#[C:28][C:2]2[C:3]([NH:10][CH:11]3[CH2:16][CH2:15][CH2:14][CH2:13][CH2:12]3)=[N:4][C:5]([C:8]#[N:9])=[N:6][CH:7]=2)=[CH:21][CH:20]=1. The yield is 0.210. The reactants are Br[C:2]1[C:3]([NH:10][CH:11]2[CH2:16][CH2:15][CH2:14][CH2:13][CH2:12]2)=[N:4][C:5]([C:8]#[N:9])=[N:6][CH:7]=1.[Cl:17][CH2:18][C:19]1[CH:24]=[CH:23][C:22]([O:25][CH2:26][C:27]#[CH:28])=[CH:21][CH:20]=1.C(N(CC)CC)C.CCOC(C)=O. The catalyst is CN(C=O)C.[Cu]I.Cl[Pd](Cl)([P](C1C=CC=CC=1)(C1C=CC=CC=1)C1C=CC=CC=1)[P](C1C=CC=CC=1)(C1C=CC=CC=1)C1C=CC=CC=1. (7) The reactants are [NH2:1][C:2]1[C:3]([C:10]([O:12][CH3:13])=[O:11])=[N:4][C:5](Br)=[C:6]([F:8])[CH:7]=1.[F:14][C:15]1[CH:16]=[C:17]([C:31]([OH:34])([CH3:33])[CH3:32])[CH:18]=[C:19]([F:30])[C:20]=1B1OC(C)(C)C(C)(C)O1. No catalyst specified. The product is [NH2:1][C:2]1[C:3]([C:10]([O:12][CH3:13])=[O:11])=[N:4][C:5]([C:20]2[C:19]([F:30])=[CH:18][C:17]([C:31]([OH:34])([CH3:33])[CH3:32])=[CH:16][C:15]=2[F:14])=[C:6]([F:8])[CH:7]=1. The yield is 0.870.